Dataset: Full USPTO retrosynthesis dataset with 1.9M reactions from patents (1976-2016). Task: Predict the reactants needed to synthesize the given product. (1) Given the product [Cl:13][C:14]1[CH:15]=[C:16]([CH:21]2[CH:25]([CH:26]([O:28][C:29]3[CH:30]=[CH:31][C:32]([C:35]([F:37])([F:38])[F:36])=[CH:33][CH:34]=3)[CH3:27])[CH2:24][N:23]([C:7]([Cl:10])=[O:6])[CH2:22]2)[CH:17]=[CH:18][C:19]=1[Cl:20], predict the reactants needed to synthesize it. The reactants are: ClC(Cl)(OC(=O)[O:6][C:7]([Cl:10])(Cl)Cl)Cl.[Cl:13][C:14]1[CH:15]=[C:16]([CH:21]2[CH:25]([CH:26]([O:28][C:29]3[CH:34]=[CH:33][C:32]([C:35]([F:38])([F:37])[F:36])=[CH:31][CH:30]=3)[CH3:27])[CH2:24][NH:23][CH2:22]2)[CH:17]=[CH:18][C:19]=1[Cl:20].N1C=CC=CC=1. (2) The reactants are: [CH3:1][N:2]([CH2:4][C-:5]1[CH:9]=[CH:8][CH:7]=[CH:6]1)[CH3:3].[CH3:10][Si:11]([CH3:18])([CH3:17])[C-:12]1[CH:16]=[CH:15][CH:14]=[CH:13]1.[Fe+2:19].C([Li])CCC.C(=O)=O.CC(C)=O.[CH3:32][N+:33]([CH3:35])=[CH2:34].[I-]. Given the product [CH3:1][N:2]([CH2:4][C-:5]1[CH:9]=[CH:8][CH:7]=[C:6]1[CH2:32][N:33]([CH3:35])[CH3:34])[CH3:3].[CH3:10][Si:11]([CH3:18])([CH3:17])[C-:12]1[CH:16]=[CH:15][CH:14]=[CH:13]1.[Fe+2:19], predict the reactants needed to synthesize it. (3) Given the product [OH:20][C:4]1[N:23]2[N:24]=[CH:25][CH:26]=[C:22]2[N:21]=[C:6]([CH2:7][CH:8]2[CH2:9][CH2:10][CH:11]([C:14]([O:16][CH2:17][CH3:18])=[O:15])[CH2:12][CH2:13]2)[CH:5]=1, predict the reactants needed to synthesize it. The reactants are: C(O[C:4](=[O:20])[CH2:5][C:6](=O)[CH2:7][CH:8]1[CH2:13][CH2:12][CH:11]([C:14]([O:16][CH2:17][CH3:18])=[O:15])[CH2:10][CH2:9]1)C.[NH2:21][C:22]1[CH:26]=[CH:25][NH:24][N:23]=1. (4) Given the product [C:1]([O:9][CH2:10][C:11]1[O:15][N:14]=[C:13]([CH3:16])[C:12]=1[Br:17])(=[O:8])[C:2]1[CH:3]=[CH:4][CH:5]=[CH:6][CH:7]=1, predict the reactants needed to synthesize it. The reactants are: [C:1]([O:9][CH2:10][C:11]1[O:15][N:14]=[C:13]([CH3:16])[CH:12]=1)(=[O:8])[C:2]1[CH:7]=[CH:6][CH:5]=[CH:4][CH:3]=1.[Br:17]N1C(=O)CCC1=O. (5) The reactants are: [NH2:1][CH2:2][CH:3]([C:5]1[CH:10]=[CH:9][CH:8]=[CH:7][CH:6]=1)[OH:4].[CH:11](=O)[CH3:12].[BH4-].[Na+]. Given the product [CH2:11]([NH:1][CH2:2][CH:3]([C:5]1[CH:10]=[CH:9][CH:8]=[CH:7][CH:6]=1)[OH:4])[CH3:12], predict the reactants needed to synthesize it. (6) Given the product [Cl:13][CH2:14][CH2:15][CH2:16][CH2:17][O:1][C:2]1[CH:11]=[C:10]2[C:5]([CH2:6][CH2:7][C:8](=[O:12])[NH:9]2)=[CH:4][CH:3]=1, predict the reactants needed to synthesize it. The reactants are: [OH:1][C:2]1[CH:11]=[C:10]2[C:5]([CH2:6][CH2:7][C:8](=[O:12])[NH:9]2)=[CH:4][CH:3]=1.[Cl:13][CH2:14][CH2:15][CH2:16][CH2:17]Cl.C(=O)([O-])[O-].[K+].[K+].